This data is from Full USPTO retrosynthesis dataset with 1.9M reactions from patents (1976-2016). The task is: Predict the reactants needed to synthesize the given product. (1) Given the product [OH:4][CH2:5][C:6]1[C:7]([N:31]2[CH2:43][CH2:42][N:34]3[C:35]4[CH2:36][CH2:37][CH2:38][CH2:39][C:40]=4[CH:41]=[C:33]3[C:32]2=[O:44])=[N:8][CH:9]=[CH:10][C:11]=1[C:12]1[CH:17]=[C:16]([NH:18][C:19]2[CH:24]=[CH:23][C:22]([S:25]([CH3:28])(=[O:27])=[O:26])=[CH:21][N:20]=2)[C:15](=[O:29])[N:14]([CH3:30])[CH:13]=1, predict the reactants needed to synthesize it. The reactants are: C([O:4][CH2:5][C:6]1[C:7]([N:31]2[CH2:43][CH2:42][N:34]3[C:35]4[CH2:36][CH2:37][CH2:38][CH2:39][C:40]=4[CH:41]=[C:33]3[C:32]2=[O:44])=[N:8][CH:9]=[CH:10][C:11]=1[C:12]1[CH:17]=[C:16]([NH:18][C:19]2[CH:24]=[CH:23][C:22]([S:25]([CH3:28])(=[O:27])=[O:26])=[CH:21][N:20]=2)[C:15](=[O:29])[N:14]([CH3:30])[CH:13]=1)(=O)C.O.[Li+].[OH-]. (2) The reactants are: [CH2:1]([O:8][C:9]([NH:11][CH2:12][CH2:13][CH2:14][C@H:15]([NH:36]C(OC(C)(C)C)=O)[C:16]([NH:18][C:19]1[C:24](C(OCC)=O)=[CH:23][CH:22]=[CH:21][C:20]=1[C:30]1[CH:35]=C[CH:33]=[CH:32][CH:31]=1)=[O:17])=[O:10])[C:2]1[CH:7]=[CH:6][CH:5]=[CH:4][CH:3]=1.[ClH:44].[C:45]([O:48][CH2:49][CH3:50])(=[O:47])[CH3:46]. Given the product [ClH:44].[NH2:36][C@@H:15]([CH2:14][CH2:13][CH2:12][NH:11][C:9]([O:8][CH2:1][C:2]1[CH:3]=[CH:4][CH:5]=[CH:6][CH:7]=1)=[O:10])[C:16]([NH:18][C:19]1[CH:24]=[CH:23][CH:22]=[CH:21][C:20]=1[C:30]1[CH:31]=[CH:32][CH:33]=[C:46]([C:45]([O:48][CH2:49][CH3:50])=[O:47])[CH:35]=1)=[O:17], predict the reactants needed to synthesize it. (3) Given the product [CH2:1]([O:8][C:9]1[CH:10]=[C:11]([S:15][C:16]2[CH:25]=[CH:24][C:19]([C:20]([NH:22][NH2:23])=[O:21])=[C:18]([Cl:63])[CH:17]=2)[CH:12]=[CH:13][CH:14]=1)[C:2]1[CH:7]=[CH:6][CH:5]=[CH:4][CH:3]=1, predict the reactants needed to synthesize it. The reactants are: [CH2:1]([O:8][C:9]1[CH:10]=[C:11]([S:15][C:16]2[CH:25]=[CH:24][C:19]([C:20]([NH:22][NH2:23])=[O:21])=[CH:18][C:17]=2C(F)(F)F)[CH:12]=[CH:13][CH:14]=1)[C:2]1[CH:7]=[CH:6][CH:5]=[CH:4][CH:3]=1.C(OC1C=C(SC2C=CC(C(OCC3C=CC(OC)=CC=3)=O)=C([Cl:63])C=2)C=CC=1)C1C=CC=CC=1. (4) The reactants are: [CH2:1]([N:3]([CH2:15][CH3:16])[C:4](=[O:14])[C:5]1[CH:10]=[CH:9][C:8]([OH:11])=[C:7]([O:12][CH3:13])[CH:6]=1)[CH3:2].[CH3:17][N:18]([C:22]1[CH:27]=[CH:26][CH:25]=[CH:24][CH:23]=1)[C:19](Cl)=[O:20]. Given the product [CH2:15]([N:3]([CH2:1][CH3:2])[C:4]([C:5]1[CH:10]=[CH:9][C:8]([O:11][C:19](=[O:20])[N:18]([CH3:17])[C:22]2[CH:27]=[CH:26][CH:25]=[CH:24][CH:23]=2)=[C:7]([O:12][CH3:13])[CH:6]=1)=[O:14])[CH3:16], predict the reactants needed to synthesize it. (5) Given the product [OH:1][CH:2]([CH:7]([N:16]1[C:24]2[C:19](=[CH:20][CH:21]=[CH:22][CH:23]=2)[CH:18]=[CH:17]1)[C:8]1[CH:13]=[CH:12][C:11]([O:14][CH3:15])=[CH:10][CH:9]=1)[C:3]([NH:26][CH3:25])=[O:4], predict the reactants needed to synthesize it. The reactants are: [OH:1][CH:2]([CH:7]([N:16]1[C:24]2[C:19](=[CH:20][CH:21]=[CH:22][CH:23]=2)[CH:18]=[CH:17]1)[C:8]1[CH:13]=[CH:12][C:11]([O:14][CH3:15])=[CH:10][CH:9]=1)[C:3](OC)=[O:4].[CH3:25][NH2:26]. (6) Given the product [C:2]1([CH3:37])[CH:7]=[CH:6][C:5]([C:8]2[C:17](=[O:18])[C:16]3[C:11](=[CH:12][CH:13]=[N:14][C:15]=3[NH:19][CH2:27][CH2:28][C:29]3[CH:34]=[CH:33][CH:32]=[CH:31][CH:30]=3)[NH:10][CH:9]=2)=[CH:4][CH:3]=1, predict the reactants needed to synthesize it. The reactants are: Cl[C:2]1[CH:7]=[CH:6][C:5]([C:8]2[C:17](=[O:18])[C:16]3[C:11](=[CH:12][CH:13]=[N:14][C:15]=3[NH:19]C3C=CC=C(Cl)C=3)[NH:10][CH:9]=2)=[CH:4][CH:3]=1.[CH2:27](N)[CH2:28][C:29]1[CH:34]=[CH:33][CH:32]=[CH:31][CH:30]=1.Cl[C:37]1C=C(C=CC=1)N. (7) Given the product [CH3:1][C:2]([O:5][C:6]([NH:8][C@@H:9]([CH2:19][I:45])[CH2:10][CH2:11][C:12]([O:14][C:15]([CH3:18])([CH3:17])[CH3:16])=[O:13])=[O:7])([CH3:4])[CH3:3], predict the reactants needed to synthesize it. The reactants are: [CH3:1][C:2]([O:5][C:6]([NH:8][C@@H:9]([CH2:19]O)[CH2:10][CH2:11][C:12]([O:14][C:15]([CH3:18])([CH3:17])[CH3:16])=[O:13])=[O:7])([CH3:4])[CH3:3].C1(P(C2C=CC=CC=2)C2C=CC=CC=2)C=CC=CC=1.N1C=CN=C1.[I:45]I. (8) Given the product [NH2:1][C:2]1[C:3]([C:8]([NH:10][C@H:11]([C:13]2[CH:18]=[CH:17][C:16]([F:19])=[C:15]([F:20])[CH:14]=2)[CH3:12])=[O:9])=[N:4][C:5]([Br:28])=[CH:6][N:7]=1, predict the reactants needed to synthesize it. The reactants are: [NH2:1][C:2]1[C:3]([C:8]([NH:10][C@H:11]([C:13]2[CH:18]=[CH:17][C:16]([F:19])=[C:15]([F:20])[CH:14]=2)[CH3:12])=[O:9])=[N:4][CH:5]=[CH:6][N:7]=1.C1C(=O)N([Br:28])C(=O)C1. (9) Given the product [Cl:1][C:2]1[CH:3]=[C:4]([CH:9]2[CH2:10][N:11]([C:16]([CH:18]3[CH2:19][CH2:20][N:21]([C:24]([C:26]4([CH3:29])[CH2:27][CH2:28]4)=[O:25])[CH2:22][CH2:23]3)=[O:17])[CH2:12][CH:13]2[N:14]([CH3:15])[C:35](=[O:37])[CH2:34][C:30]([CH3:33])([CH3:32])[CH3:31])[CH:5]=[CH:6][C:7]=1[Cl:8], predict the reactants needed to synthesize it. The reactants are: [Cl:1][C:2]1[CH:3]=[C:4]([CH:9]2[CH:13]([NH:14][CH3:15])[CH2:12][N:11]([C:16]([CH:18]3[CH2:23][CH2:22][N:21]([C:24]([C:26]4([CH3:29])[CH2:28][CH2:27]4)=[O:25])[CH2:20][CH2:19]3)=[O:17])[CH2:10]2)[CH:5]=[CH:6][C:7]=1[Cl:8].[C:30]([CH2:34][C:35]([OH:37])=O)([CH3:33])([CH3:32])[CH3:31].